From a dataset of Reaction yield outcomes from USPTO patents with 853,638 reactions. Predict the reaction yield, written as a fraction of the theoretical maximum amount of product (1.0 means a 100% yield; for example, 0.34 means a 34% yield). (1) The reactants are [F:1][C:2]([F:19])([F:18])[C:3](=[O:17])[CH2:4][C:5]([C:8]1[CH:13]=[C:12]([F:14])[CH:11]=[CH:10][C:9]=1[O:15][CH3:16])([CH3:7])[CH3:6].[CH2:20]([Mg]Cl)[C:21]1[CH:26]=[CH:25][CH:24]=[CH:23][CH:22]=1. The catalyst is C1COCC1. The product is [CH2:20]([C:3]([OH:17])([CH2:4][C:5]([C:8]1[CH:13]=[C:12]([F:14])[CH:11]=[CH:10][C:9]=1[O:15][CH3:16])([CH3:7])[CH3:6])[C:2]([F:1])([F:18])[F:19])[C:21]1[CH:26]=[CH:25][CH:24]=[CH:23][CH:22]=1. The yield is 0.620. (2) The reactants are C([Mg]Cl)(C)C.[Cl:6][C:7]1[CH:12]=[CH:11][C:10]([CH2:13][CH3:14])=[C:9](I)[CH:8]=1.C[O:17][B:18](OC)[O:19]C.Cl. The catalyst is C1COCC1. The product is [Cl:6][C:7]1[CH:12]=[CH:11][C:10]([CH2:13][CH3:14])=[C:9]([B:18]([OH:19])[OH:17])[CH:8]=1. The yield is 0.720. (3) The reactants are Cl[CH2:2][C:3]1[N:4]=[C:5]([CH2:8][CH2:9][C@@H:10]([NH:22][C:23](=[O:29])[O:24][C:25]([CH3:28])([CH3:27])[CH3:26])[CH2:11][C:12]2[CH:13]=[N:14][C:15]([C:18]([F:21])([F:20])[F:19])=[CH:16][CH:17]=2)[S:6][CH:7]=1.[CH3:30][O-:31].[Na+]. The catalyst is CO. The product is [CH3:30][O:31][CH2:2][C:3]1[N:4]=[C:5]([CH2:8][CH2:9][C@@H:10]([NH:22][C:23](=[O:29])[O:24][C:25]([CH3:28])([CH3:27])[CH3:26])[CH2:11][C:12]2[CH:13]=[N:14][C:15]([C:18]([F:21])([F:20])[F:19])=[CH:16][CH:17]=2)[S:6][CH:7]=1. The yield is 0.940. (4) The reactants are CCCC[N+](CCCC)(CCCC)CCCC.[F-].[Cl:19][C:20]1[CH:52]=[N:51][C:23]2[N:24](S(C3C=CC=CC=3)(=O)=O)[C:25]3[C:30]([C:22]=2[CH:21]=1)=[CH:29][C:28]([CH2:31][CH2:32][NH:33][C:34](=[O:41])[C:35]1[CH:40]=[CH:39][CH:38]=[CH:37][CH:36]=1)=[CH:27][CH:26]=3. The catalyst is C1COCC1. The product is [Cl:19][C:20]1[CH:52]=[N:51][C:23]2[NH:24][C:25]3[C:30]([C:22]=2[CH:21]=1)=[CH:29][C:28]([CH2:31][CH2:32][NH:33][C:34](=[O:41])[C:35]1[CH:40]=[CH:39][CH:38]=[CH:37][CH:36]=1)=[CH:27][CH:26]=3. The yield is 0.610. (5) The reactants are C(OC([NH:8][C@@H:9]([CH2:15][CH2:16][S:17][CH3:18])[CH2:10][S:11]([O-:14])(=[O:13])=[O:12])=O)(C)(C)C.[Na+].[ClH:20]. The catalyst is O. The product is [ClH:20].[NH2:8][C@@H:9]([CH2:15][CH2:16][S:17][CH3:18])[CH2:10][S:11]([OH:14])(=[O:12])=[O:13]. The yield is 0.210. (6) The reactants are [CH3:1][O:2][C:3]1[CH:8]=[CH:7][C:6]([NH:9][C:10]2[O:11][CH2:12][C:13](=[O:20])[C:14]=2[C:15]([O:17][CH2:18][CH3:19])=[O:16])=[CH:5][CH:4]=1.[NH:21]1[C:29]2[C:24](=[CH:25][CH:26]=[CH:27][N:28]=2)[C:23]([CH:30]=O)=[CH:22]1.N1CCCCC1. The catalyst is C(O)C. The product is [NH:21]1[C:29]2=[N:28][CH:27]=[CH:26][CH:25]=[C:24]2[C:23]([CH:30]=[C:12]2[O:11][C:10]([NH:9][C:6]3[CH:7]=[CH:8][C:3]([O:2][CH3:1])=[CH:4][CH:5]=3)=[C:14]([C:15]([O:17][CH2:18][CH3:19])=[O:16])[C:13]2=[O:20])=[CH:22]1. The yield is 0.220. (7) The reactants are Cl.[C:2](=[NH:8])(OCC)[CH2:3][CH3:4].Cl.[NH2:10][CH2:11][C:12]#[N:13].[F:14][C:15]([F:23])([F:22])[C:16](=O)[CH2:17][C:18](=O)[CH3:19].C(N(C(C)C)CC)(C)C. The catalyst is ClCCCl.C(OCC)(=O)C. The product is [CH2:3]([C:2]1[NH:8][C:11]2=[N:10][C:18]([CH3:19])=[CH:17][C:16]([C:15]([F:23])([F:22])[F:14])=[C:12]2[N:13]=1)[CH3:4]. The yield is 0.470.